From a dataset of Full USPTO retrosynthesis dataset with 1.9M reactions from patents (1976-2016). Predict the reactants needed to synthesize the given product. (1) The reactants are: [N:1]1([C:7]([O:9][C:10]([CH3:13])([CH3:12])[CH3:11])=[O:8])[CH2:6][CH2:5][NH:4][CH2:3][CH2:2]1.[O:14]1[CH2:19][CH2:18][C:17](=O)[CH2:16][CH2:15]1.Cl[C:22]1C=CC(C2C(C=O)=CC=CC=2)=CC=1. Given the product [O:14]1[CH2:19][CH2:18][CH:17]([N:4]2[CH2:3][CH2:2][CH2:22][C@H:6]([NH:1][C:7](=[O:8])[O:9][C:10]([CH3:11])([CH3:12])[CH3:13])[CH2:5]2)[CH2:16][CH2:15]1, predict the reactants needed to synthesize it. (2) Given the product [C:1]1([C:7]2[CH:12]=[C:11]([CH2:13][CH2:14][S:15]([N:18]3[CH2:23][CH2:22][O:21][CH2:20][CH2:19]3)(=[O:16])=[O:17])[CH:10]=[CH:9][C:8]=2[NH:24][C:41]([C:30]2[N:31]([CH2:33][O:34][CH2:35][CH2:36][Si:37]([CH3:40])([CH3:39])[CH3:38])[CH:32]=[C:28]([C:26]#[N:27])[N:29]=2)=[O:42])[CH2:6][CH2:5][CH2:4][CH2:3][CH:2]=1, predict the reactants needed to synthesize it. The reactants are: [C:1]1([C:7]2[CH:12]=[C:11]([CH2:13][CH2:14][S:15]([N:18]3[CH2:23][CH2:22][O:21][CH2:20][CH2:19]3)(=[O:17])=[O:16])[CH:10]=[CH:9][C:8]=2[NH2:24])[CH2:6][CH2:5][CH2:4][CH2:3][CH:2]=1.[K+].[C:26]([C:28]1[N:29]=[C:30]([C:41]([O-])=[O:42])[N:31]([CH2:33][O:34][CH2:35][CH2:36][Si:37]([CH3:40])([CH3:39])[CH3:38])[CH:32]=1)#[N:27].C1CN([P+](Br)(N2CCCC2)N2CCCC2)CC1.F[P-](F)(F)(F)(F)F.CCN(C(C)C)C(C)C.